From a dataset of Reaction yield outcomes from USPTO patents with 853,638 reactions. Predict the reaction yield, written as a fraction of the theoretical maximum amount of product (1.0 means a 100% yield; for example, 0.34 means a 34% yield). (1) The reactants are [Cl:1][C:2]1[N:7]=[C:6]([NH:8][CH2:9][C:10]2[CH:11]=[C:12]3[C:17](=[CH:18][CH:19]=2)[N:16]=[CH:15][CH:14]=[CH:13]3)[C:5]([NH2:20])=[CH:4][CH:3]=1.[N:21]([O-])=O.[Na+].S(=O)(=O)(O)O.C(=O)(O)[O-].[Na+]. The catalyst is C(O)(=O)C.O. The product is [Cl:1][C:2]1[N:7]=[C:6]2[N:8]([CH2:9][C:10]3[CH:11]=[C:12]4[C:17](=[CH:18][CH:19]=3)[N:16]=[CH:15][CH:14]=[CH:13]4)[N:21]=[N:20][C:5]2=[CH:4][CH:3]=1. The yield is 0.960. (2) The reactants are [N+:1]([C:4]1[CH:9]=[C:8]([Cl:10])[CH:7]=[C:6]([Cl:11])[C:5]=1[O:12][CH3:13])([O-])=O. The catalyst is [Pt]. The product is [NH2:1][C:4]1[CH:9]=[C:8]([Cl:10])[CH:7]=[C:6]([Cl:11])[C:5]=1[O:12][CH3:13]. The yield is 0.950. (3) The reactants are O=P(Cl)(Cl)Cl.[CH:6]1([C:12]2[S:13][CH:14]=[C:15]([C:17]([OH:19])=O)[N:16]=2)[CH2:11][CH2:10][CH2:9][CH2:8][CH2:7]1.[C:20]([C:23]1[CH:29]=[CH:28][C:27]([O:30][CH3:31])=[C:26]([CH3:32])[C:24]=1[NH2:25])(=[O:22])[CH3:21]. The catalyst is N1C=CC=CC=1. The product is [C:20]([C:23]1[C:24]([NH:25][C:17]([C:15]2[N:16]=[C:12]([CH:6]3[CH2:7][CH2:8][CH2:9][CH2:10][CH2:11]3)[S:13][CH:14]=2)=[O:19])=[C:26]([CH3:32])[C:27]([O:30][CH3:31])=[CH:28][CH:29]=1)(=[O:22])[CH3:21]. The yield is 0.950. (4) The reactants are C(Cl)(=O)C(Cl)=O.[CH3:7][N:8]1[CH2:13][CH2:12][N:11]([C:14]2[CH:22]=[CH:21][C:17]([C:18]([OH:20])=O)=[C:16]([N:23]([CH:30]3[CH2:35][CH2:34][O:33][CH2:32][CH2:31]3)[C:24](=[O:29])[C:25]([F:28])([F:27])[F:26])[CH:15]=2)[CH2:10][CH2:9]1.[F:36][C:37]1[CH:38]=[C:39]([S:44][C:45]2[CH:46]=[C:47]3[C:53]([NH2:54])=[N:52][NH:51][C:48]3=[N:49][CH:50]=2)[CH:40]=[C:41]([F:43])[CH:42]=1.C(N(C(C)C)C(C)C)C. The catalyst is CN(C)C=O.ClCCl.C1(C)C=CC=CC=1.O1CCCC1. The product is [F:36][C:37]1[CH:38]=[C:39]([S:44][C:45]2[CH:46]=[C:47]3[C:53]([NH:54][C:18](=[O:20])[C:17]4[CH:21]=[CH:22][C:14]([N:11]5[CH2:10][CH2:9][N:8]([CH3:7])[CH2:13][CH2:12]5)=[CH:15][C:16]=4[N:23]([CH:30]4[CH2:31][CH2:32][O:33][CH2:34][CH2:35]4)[C:24](=[O:29])[C:25]([F:26])([F:27])[F:28])=[N:52][NH:51][C:48]3=[N:49][CH:50]=2)[CH:40]=[C:41]([F:43])[CH:42]=1. The yield is 0.530. (5) The reactants are Cl[C:2]1[N:7]=[C:6]([NH:8][C:9]2[CH:14]=[CH:13][C:12]([O:15][CH3:16])=[C:11]([Cl:17])[CH:10]=2)[N:5]=[C:4]([NH:18][CH:19]2[CH2:25][CH2:24][CH2:23][CH2:22][CH2:21][CH2:20]2)[N:3]=1.[CH3:26][NH:27][CH:28]1[CH2:33][CH2:32][N:31]([CH3:34])[CH2:30][CH2:29]1.[OH-].[Na+].O. The catalyst is O1CCOCC1.C(Cl)Cl. The product is [Cl:17][C:11]1[CH:10]=[C:9]([NH:8][C:6]2[N:5]=[C:4]([NH:18][CH:19]3[CH2:25][CH2:24][CH2:23][CH2:22][CH2:21][CH2:20]3)[N:3]=[C:2]([N:27]([CH3:26])[CH:28]3[CH2:33][CH2:32][N:31]([CH3:34])[CH2:30][CH2:29]3)[N:7]=2)[CH:14]=[CH:13][C:12]=1[O:15][CH3:16]. The yield is 0.309. (6) The product is [Cl:1][C:2]1[CH:7]=[C:6]([N:17]2[CH2:22][CH2:21][O:20][CH2:19][CH2:18]2)[N:5]2[N:9]=[C:10]([C:12]3[O:13][CH:14]=[CH:15][CH:16]=3)[CH:11]=[C:4]2[N:3]=1. The catalyst is O1CCOCC1. The reactants are [Cl:1][C:2]1[CH:7]=[C:6](Cl)[N:5]2[N:9]=[C:10]([C:12]3[O:13][CH:14]=[CH:15][CH:16]=3)[CH:11]=[C:4]2[N:3]=1.[NH:17]1[CH2:22][CH2:21][O:20][CH2:19][CH2:18]1. The yield is 0.930. (7) The reactants are [CH3:1][O:2][C:3]([C:5]1[S:9][C:8]([C:10]([OH:12])=O)=[CH:7][CH:6]=1)=[O:4].S(Cl)(Cl)=O.O.[NH2:18][NH2:19]. No catalyst specified. The product is [CH3:1][O:2][C:3]([C:5]1[S:9][C:8]([C:10]([NH:18][NH2:19])=[O:12])=[CH:7][CH:6]=1)=[O:4]. The yield is 0.720. (8) The reactants are [C:1](N)(=[O:3])[CH3:2].C=O.O.[NH:8]([CH2:13][C:14]([OH:16])=[O:15])[CH2:9][C:10]([OH:12])=[O:11].C(NCC(O)=O)(=O)C. The catalyst is COCCOC. The product is [C:1]([N:8]([CH2:13][C:14]([OH:16])=[O:15])[CH2:9][C:10]([OH:12])=[O:11])(=[O:3])[CH3:2]. The yield is 0.890.